This data is from Reaction yield outcomes from USPTO patents with 853,638 reactions. The task is: Predict the reaction yield, written as a fraction of the theoretical maximum amount of product (1.0 means a 100% yield; for example, 0.34 means a 34% yield). (1) The reactants are [CH3:1][N:2]([CH3:30])[CH2:3][CH2:4][O:5][C:6]1[CH:7]=[C:8]2[C:14]([C:15]3[CH:20]=[CH:19][N:18]=[C:17]([NH2:21])[N:16]=3)=[CH:13][N:12](COCC[Si](C)(C)C)[C:9]2=[N:10][CH:11]=1.Cl. No catalyst specified. The product is [CH3:1][N:2]([CH3:30])[CH2:3][CH2:4][O:5][C:6]1[CH:7]=[C:8]2[C:14]([C:15]3[CH:20]=[CH:19][N:18]=[C:17]([NH2:21])[N:16]=3)=[CH:13][NH:12][C:9]2=[N:10][CH:11]=1. The yield is 0.760. (2) The reactants are [F:1][C:2]1[CH:3]=[C:4]([C:8]2[CH:12]=[C:11]([NH:13][C:14](=[O:40])[O:15][CH2:16][C@@H:17]([N:26]([CH3:39])[C:27]([NH:29][CH2:30][C:31]3[CH:36]=[CH:35][CH:34]=[C:33]([F:37])[C:32]=3[Cl:38])=[O:28])[CH2:18][C:19]([F:25])([F:24])[CH2:20][N:21]=[N+]=[N-])[O:10][N:9]=2)[CH:5]=[CH:6][CH:7]=1.[H][H]. The catalyst is CO.[Pd]. The product is [F:1][C:2]1[CH:3]=[C:4]([C:8]2[CH:12]=[C:11]([NH:13][C:14](=[O:40])[O:15][CH2:16][C@@H:17]([N:26]([CH3:39])[C:27]([NH:29][CH2:30][C:31]3[CH:36]=[CH:35][CH:34]=[C:33]([F:37])[C:32]=3[Cl:38])=[O:28])[CH2:18][C:19]([F:24])([F:25])[CH2:20][NH2:21])[O:10][N:9]=2)[CH:5]=[CH:6][CH:7]=1. The yield is 0.540. (3) The reactants are [CH2:1]([NH2:8])[C:2]1[CH:7]=[CH:6][CH:5]=[CH:4][CH:3]=1.[CH3:9][O:10][C:11]1[CH:18]=[CH:17][C:14]([CH:15]=O)=[CH:13][C:12]=1[O:19][CH3:20].C(O[BH-](OC(=O)C)OC(=O)C)(=O)C.[Na+].C([O-])(O)=O.[Na+]. The catalyst is C(Cl)(Cl)Cl. The product is [CH2:1]([NH:8][CH2:15][C:14]1[CH:17]=[CH:18][C:11]([O:10][CH3:9])=[C:12]([O:19][CH3:20])[CH:13]=1)[C:2]1[CH:7]=[CH:6][CH:5]=[CH:4][CH:3]=1. The yield is 0.710. (4) The reactants are [OH-].[K+].C[O:4][C:5](=[O:21])/[CH:6]=[CH:7]/[C:8]1[CH:13]=[CH:12][C:11]([O:14][CH2:15][CH2:16][CH2:17][CH3:18])=[C:10]([O:19][CH3:20])[CH:9]=1. The catalyst is CO.O. The product is [CH2:15]([O:14][C:11]1[CH:12]=[CH:13][C:8](/[CH:7]=[CH:6]/[C:5]([OH:21])=[O:4])=[CH:9][C:10]=1[O:19][CH3:20])[CH2:16][CH2:17][CH3:18]. The yield is 0.920. (5) The reactants are [CH3:1][N:2]([CH3:27])[CH2:3][CH2:4][S:5]([CH2:8][CH:9]([CH2:20][C:21]1[CH:26]=[CH:25][CH:24]=[CH:23][CH:22]=1)[C:10]([O:12]CC1C=CC=CC=1)=[O:11])(=[O:7])=[O:6]. The catalyst is C(O)C.[Pd]. The product is [CH3:27][N:2]([CH3:1])[CH2:3][CH2:4][S:5]([CH2:8][CH:9]([CH2:20][C:21]1[CH:22]=[CH:23][CH:24]=[CH:25][CH:26]=1)[C:10]([OH:12])=[O:11])(=[O:7])=[O:6]. The yield is 0.700. (6) The reactants are [NH2:1][C:2]1[N:3]=[CH:4][C:5]2[CH:10]=[C:9]([C:11]3[C:16]([Cl:17])=[CH:15][CH:14]=[CH:13][C:12]=3[Cl:18])[N:8]([CH2:19][C@@H:20]3[CH2:25][CH2:24][CH2:23][N:22]([C:26]([O:28][C:29]([CH3:32])([CH3:31])[CH3:30])=[O:27])[CH2:21]3)[C:6]=2[N:7]=1.[Cl:33][C:34]1[CH:35]=[C:36]([CH:39]=[CH:40][C:41]=1[OH:42])[CH:37]=O.C(O[BH-](OC(=O)C)OC(=O)C)(=O)C.[Na+].C(O)(C(F)(F)F)=O. The catalyst is CN(C=O)C.CCOC(C)=O. The product is [Cl:33][C:34]1[CH:35]=[C:36]([CH:39]=[CH:40][C:41]=1[OH:42])[CH2:37][NH:1][C:2]1[N:3]=[CH:4][C:5]2[CH:10]=[C:9]([C:11]3[C:16]([Cl:17])=[CH:15][CH:14]=[CH:13][C:12]=3[Cl:18])[N:8]([CH2:19][C@@H:20]3[CH2:25][CH2:24][CH2:23][N:22]([C:26]([O:28][C:29]([CH3:32])([CH3:31])[CH3:30])=[O:27])[CH2:21]3)[C:6]=2[N:7]=1. The yield is 0.500. (7) The reactants are [I:1]I.O[CH:4]1[CH2:9][CH2:8][N:7]([C:10]([O:12][CH2:13][C:14]2[CH:19]=[CH:18][CH:17]=[CH:16][CH:15]=2)=[O:11])[CH2:6][CH2:5]1.N1C=CN=C1.C1(P(C2C=CC=CC=2)C2C=CC=CC=2)C=CC=CC=1. The catalyst is C1COCC1. The product is [I:1][CH:4]1[CH2:9][CH2:8][N:7]([C:10]([O:12][CH2:13][C:14]2[CH:19]=[CH:18][CH:17]=[CH:16][CH:15]=2)=[O:11])[CH2:6][CH2:5]1. The yield is 0.420. (8) The reactants are [F:1][C:2]([F:16])([C:6]([F:15])([F:14])[C:7]([F:13])([F:12])[C:8]([F:11])([F:10])[F:9])[CH2:3][CH2:4][OH:5].N1C=CC=CC=1.C(N(CC)CC)C.[Cl-].[C:31]([O:38][CH2:39][CH:40]([CH2:45][CH3:46])[CH2:41][CH2:42][CH2:43][CH3:44])(=[O:37])/[CH:32]=[CH:33]\[C:34]([O-])=[O:35]. The catalyst is C(Cl)(Cl)Cl. The product is [C:31]([O:38][CH2:39][CH:40]([CH2:45][CH3:46])[CH2:41][CH2:42][CH2:43][CH3:44])(=[O:37])/[CH:32]=[CH:33]\[C:34]([O:5][CH2:4][CH2:3][C:2]([F:16])([F:1])[C:6]([F:14])([F:15])[C:7]([F:12])([F:13])[C:8]([F:9])([F:10])[F:11])=[O:35]. The yield is 0.500. (9) The reactants are C(=O)([O-])[O-].[K+].[K+].F[C:8]1[CH:9]=[CH:10][C:11]([N+:15]([O-:17])=[O:16])=[C:12]([CH3:14])[CH:13]=1.[C:18]([O:27][CH3:28])(=[O:26])[C:19]1[C:20](=[CH:22][CH:23]=[CH:24][CH:25]=1)[OH:21].[Cl-].[Na+]. The catalyst is CN(C)C=O. The product is [CH3:14][C:12]1[CH:13]=[C:8]([CH:9]=[CH:10][C:11]=1[N+:15]([O-:17])=[O:16])[O:21][C:20]1[CH:22]=[CH:23][CH:24]=[CH:25][C:19]=1[C:18]([O:27][CH3:28])=[O:26]. The yield is 0.850. (10) The reactants are [CH:1]1([N:7]([CH3:36])[C:8]2[C:9]([CH3:35])=[C:10]([CH:24]=[C:25]([C:27]3[CH:28]=[N:29][C:30]([CH:33]=O)=[CH:31][CH:32]=3)[CH:26]=2)[C:11]([NH:13][CH2:14][C:15]2[C:16](=[O:23])[NH:17][C:18]([CH3:22])=[CH:19][C:20]=2[CH3:21])=[O:12])[CH2:6][CH2:5][CH2:4][CH2:3][CH2:2]1.[CH3:37][NH:38][CH3:39].C(O)(=O)C.C([BH3-])#N.[Na+]. The catalyst is CO. The product is [CH:1]1([N:7]([CH3:36])[C:8]2[C:9]([CH3:35])=[C:10]([CH:24]=[C:25]([C:27]3[CH:28]=[N:29][C:30]([CH2:33][N:38]([CH3:39])[CH3:37])=[CH:31][CH:32]=3)[CH:26]=2)[C:11]([NH:13][CH2:14][C:15]2[C:16](=[O:23])[NH:17][C:18]([CH3:22])=[CH:19][C:20]=2[CH3:21])=[O:12])[CH2:2][CH2:3][CH2:4][CH2:5][CH2:6]1. The yield is 0.110.